From a dataset of Reaction yield outcomes from USPTO patents with 853,638 reactions. Predict the reaction yield, written as a fraction of the theoretical maximum amount of product (1.0 means a 100% yield; for example, 0.34 means a 34% yield). (1) The reactants are Br[C:2]1[CH:3]=[N:4][CH:5]=[C:6]([Br:8])[CH:7]=1.[CH3:9][CH:10]([OH:14])[CH2:11][CH:12]=[CH2:13].C1(C)C=CC=CC=1P(C1C=CC=CC=1C)C1C=CC=CC=1C.C(N(CC)CC)C. The catalyst is O.C([O-])(=O)C.[Pd+2].C([O-])(=O)C.C(#N)C. The product is [Br:8][C:6]1[CH:7]=[C:2](/[CH:13]=[CH:12]/[CH2:11][CH:10]([OH:14])[CH3:9])[CH:3]=[N:4][CH:5]=1. The yield is 0.340. (2) The reactants are [Br:1][C:2]1[CH:7]=[CH:6][C:5]([N+:8]([O-:10])=[O:9])=[CH:4][C:3]=1[NH:11][CH:12]=[C:13]([CH3:18])[C:14]([O:16]C)=O.C1(OC2C=CC=CC=2)C=CC=CC=1. No catalyst specified. The product is [Br:1][C:2]1[CH:7]=[CH:6][C:5]([N+:8]([O-:10])=[O:9])=[C:4]2[C:3]=1[NH:11][CH:12]=[C:13]([CH3:18])[C:14]2=[O:16]. The yield is 0.280. (3) The reactants are [Cl:1][C:2]1[CH:19]=[CH:18][C:17]([Cl:20])=[CH:16][C:3]=1[CH2:4][N:5]1[CH2:10][CH2:9][NH:8][C:7]2[N:11]=[CH:12][C:13](I)=[CH:14][C:6]1=2.[CH3:21][O:22][C:23]1[N:28]=[CH:27][C:26](B(O)O)=[CH:25][N:24]=1. No catalyst specified. The product is [Cl:1][C:2]1[CH:19]=[CH:18][C:17]([Cl:20])=[CH:16][C:3]=1[CH2:4][N:5]1[CH2:10][CH2:9][NH:8][C:7]2[N:11]=[CH:12][C:13]([C:26]3[CH:25]=[N:24][C:23]([O:22][CH3:21])=[N:28][CH:27]=3)=[CH:14][C:6]1=2. The yield is 0.420. (4) The reactants are [NH2:1][C:2]1[CH:3]=[CH:4][C:5]2[O:10][CH2:9][C:8](=[O:11])[NH:7][C:6]=2[CH:12]=1.[C:13]([OH:21])(=[O:20])[C:14]([CH2:16][C:17](O)=[O:18])=[CH2:15]. The catalyst is O. The product is [O:18]=[C:17]1[N:1]([C:2]2[CH:3]=[CH:4][C:5]3[O:10][CH2:9][C:8](=[O:11])[NH:7][C:6]=3[CH:12]=2)[CH2:15][CH:14]([C:13]([OH:21])=[O:20])[CH2:16]1. The yield is 0.960. (5) The reactants are [CH2:1]([C:5]1([CH2:31][CH2:32][CH2:33][CH3:34])[C:14]2[C:9](=[CH:10][C:11]([F:15])=[CH:12][CH:13]=2)[C:8]([OH:16])=[C:7]([C:17]2[NH:22][C:21]3[CH:23]=[CH:24][C:25](I)=[CH:26][C:20]=3[S:19](=[O:29])(=[O:28])[N:18]=2)[C:6]1=[O:30])[CH2:2][CH2:3][CH3:4].[C:35]([NH2:39])(=[O:38])[CH:36]=[CH2:37].C(N(CC)CC)C. The catalyst is CN(C)C=O.C([O-])(=O)C.[Pd+2].C([O-])(=O)C. The product is [CH2:1]([C:5]1([CH2:31][CH2:32][CH2:33][CH3:34])[C:14]2[C:9](=[CH:10][C:11]([F:15])=[CH:12][CH:13]=2)[C:8]([OH:16])=[C:7]([C:17]2[NH:22][C:21]3[CH:23]=[CH:24][C:25](/[CH:37]=[CH:36]/[C:35]([NH2:39])=[O:38])=[CH:26][C:20]=3[S:19](=[O:29])(=[O:28])[N:18]=2)[C:6]1=[O:30])[CH2:2][CH2:3][CH3:4]. The yield is 0.560. (6) The product is [C:1]([NH:4][C@@H:5]([CH2:9][CH2:10][S:11][CH3:12])[C:6]([NH:45][CH2:46][CH2:47][O:48][C:49]1[CH:54]=[CH:53][C:52]([NH:55][C:56](=[O:65])[C:57]2[CH:62]=[CH:61][CH:60]=[C:59]([O:63][CH3:64])[CH:58]=2)=[CH:51][C:50]=1[C:66]1[N:70]([CH3:71])[N:69]=[CH:68][CH:67]=1)=[O:8])(=[O:3])[CH3:2]. The reactants are [C:1]([NH:4][C@@H:5]([CH2:9][CH2:10][S:11][CH3:12])[C:6]([OH:8])=O)(=[O:3])[CH3:2].C(N(CC)CC)C.CN(C(ON1N=NC2C=CC=NC1=2)=[N+](C)C)C.F[P-](F)(F)(F)(F)F.Cl.[NH2:45][CH2:46][CH2:47][O:48][C:49]1[CH:54]=[CH:53][C:52]([NH:55][C:56](=[O:65])[C:57]2[CH:62]=[CH:61][CH:60]=[C:59]([O:63][CH3:64])[CH:58]=2)=[CH:51][C:50]=1[C:66]1[N:70]([CH3:71])[N:69]=[CH:68][CH:67]=1. The yield is 0.573. The catalyst is ClCCl. (7) The catalyst is CN(C=O)C.CCOCC. The product is [ClH:20].[ClH:1].[Cl:20][C:21]1[CH:22]=[CH:23][C:24]([CH:27]([CH2:31][NH:32][CH2:33][C:34]([F:35])([F:36])[F:37])[C:28]([N:16]2[CH2:15][CH2:14][N:13]([C:11]3[C:12]4[C@H:4]([CH3:3])[CH2:5][C@@H:6]([OH:19])[C:7]=4[N:8]=[CH:9][N:10]=3)[CH2:18][CH2:17]2)=[O:29])=[CH:25][CH:26]=1. The reactants are [ClH:1].Cl.[CH3:3][C@H:4]1[C:12]2[C:11]([N:13]3[CH2:18][CH2:17][NH:16][CH2:15][CH2:14]3)=[N:10][CH:9]=[N:8][C:7]=2[C@H:6]([OH:19])[CH2:5]1.[Cl:20][C:21]1[CH:26]=[CH:25][C:24]([CH:27]([CH2:31][NH:32][CH2:33][C:34]([F:37])([F:36])[F:35])[C:28]([O-])=[O:29])=[CH:23][CH:22]=1.[K+].CCN(C(C)C)C(C)C.CN(C(ON1N=NC2C=CC=CC1=2)=[N+](C)C)C.F[P-](F)(F)(F)(F)F.Cl. The yield is 0.990.